From a dataset of Full USPTO retrosynthesis dataset with 1.9M reactions from patents (1976-2016). Predict the reactants needed to synthesize the given product. (1) Given the product [F:1][C:2]1[CH:7]=[CH:6][C:5]([F:8])=[CH:4][C:3]=1[C@H:9]1[CH2:13][C@H:12]([F:14])[CH2:11][N:10]1[C:15]1[CH:20]=[CH:19][N:18]2[N:21]=[CH:22][C:23]([C:24]([NH:35][NH:34][C:28](=[O:33])[C:29]([CH3:32])([CH3:31])[CH3:30])=[O:25])=[C:17]2[N:16]=1, predict the reactants needed to synthesize it. The reactants are: [F:1][C:2]1[CH:7]=[CH:6][C:5]([F:8])=[CH:4][C:3]=1[C@H:9]1[CH2:13][C@H:12]([F:14])[CH2:11][N:10]1[C:15]1[CH:20]=[CH:19][N:18]2[N:21]=[CH:22][C:23]([C:24](O)=[O:25])=[C:17]2[N:16]=1.Cl.[C:28]([NH:34][NH2:35])(=[O:33])[C:29]([CH3:32])([CH3:31])[CH3:30].CCN(C(C)C)C(C)C.CN(C(ON1N=NC2C=CC=NC1=2)=[N+](C)C)C.F[P-](F)(F)(F)(F)F. (2) Given the product [CH3:27][N:28]1[C:32]([C:2]2[N:3]=[C:4]3[C:9](=[CH:10][CH:11]=2)[N:8]=[CH:7][C:6]2[CH:12]=[CH:13][C:14](=[O:26])[N:15]([C:16]4[CH:21]=[CH:20][CH:19]=[C:18]([C:22]([F:24])([F:23])[F:25])[CH:17]=4)[C:5]3=2)=[CH:31][CH:30]=[N:29]1, predict the reactants needed to synthesize it. The reactants are: Cl[C:2]1[N:3]=[C:4]2[C:9](=[CH:10][CH:11]=1)[N:8]=[CH:7][C:6]1[CH:12]=[CH:13][C:14](=[O:26])[N:15]([C:16]3[CH:21]=[CH:20][CH:19]=[C:18]([C:22]([F:25])([F:24])[F:23])[CH:17]=3)[C:5]2=1.[CH3:27][N:28]1[C:32](B2OC(C)(C)C(C)(C)O2)=[CH:31][CH:30]=[N:29]1.CC1(C)C(C)(C)OB(C2C=CC(N)=NC=2)O1. (3) Given the product [BH:25]([OH:29])[OH:26].[C:1]([O:5][C:6](=[O:24])[NH:7][C:8]1([C:12]2[NH:13][CH:14]=[CH:15][N:16]=2)[CH2:11][CH2:10][CH2:9]1)([CH3:4])([CH3:2])[CH3:3], predict the reactants needed to synthesize it. The reactants are: [C:1]([O:5][C:6](=[O:24])[NH:7][C:8]1([C:12]2[NH:13][C:14](C3C=CC(Br)=CC=3)=[CH:15][N:16]=2)[CH2:11][CH2:10][CH2:9]1)([CH3:4])([CH3:3])[CH3:2].[B:25]1(B2OC(C)(C)C(C)(C)O2)[O:29]C(C)(C)C(C)(C)[O:26]1.CC([O-])=O.[K+]. (4) Given the product [Si:20]([O:1][CH2:2][C:3]1([CH2:9][OH:10])[CH2:8][CH2:7][CH2:6][CH2:5][CH2:4]1)([C:16]([CH3:19])([CH3:18])[CH3:17])([C:27]1[CH:28]=[CH:29][CH:30]=[CH:31][CH:32]=1)[C:21]1[CH:26]=[CH:25][CH:24]=[CH:23][CH:22]=1, predict the reactants needed to synthesize it. The reactants are: [OH:1][CH2:2][C:3]1([CH2:9][OH:10])[CH2:8][CH2:7][CH2:6][CH2:5][CH2:4]1.N1C=CN=C1.[C:16]([Si:20](Cl)([C:27]1[CH:32]=[CH:31][CH:30]=[CH:29][CH:28]=1)[C:21]1[CH:26]=[CH:25][CH:24]=[CH:23][CH:22]=1)([CH3:19])([CH3:18])[CH3:17].CO. (5) Given the product [O:20]=[C:19]1[C:18]([CH2:21][C:22]2[CH:23]=[CH:24][C:25]([C:28]3[C:29]([C:34]#[N:35])=[CH:30][CH:31]=[CH:32][CH:33]=3)=[CH:26][CH:27]=2)=[C:17]([CH2:36][CH2:37][CH3:38])[N:16]2[N:39]=[CH:40][N:41]=[C:15]2[N:14]1[CH:11]1[CH2:10][CH2:9][NH:8][CH2:13][CH2:12]1, predict the reactants needed to synthesize it. The reactants are: C([N:8]1[CH2:13][CH2:12][CH:11]([N:14]2[C:19](=[O:20])[C:18]([CH2:21][C:22]3[CH:27]=[CH:26][C:25]([C:28]4[C:29]([C:34]#[N:35])=[CH:30][CH:31]=[CH:32][CH:33]=4)=[CH:24][CH:23]=3)=[C:17]([CH2:36][CH2:37][CH3:38])[N:16]3[N:39]=[CH:40][N:41]=[C:15]23)[CH2:10][CH2:9]1)C1C=CC=CC=1.O1CCCC1.